From a dataset of Forward reaction prediction with 1.9M reactions from USPTO patents (1976-2016). Predict the product of the given reaction. (1) Given the reactants [C:1]1([CH2:7][O:8][C@@H:9]([CH3:26])[C@@H:10]([C:22]([O:24][CH3:25])=[O:23])[NH:11]C(OCC2C=CC=CC=2)=O)[CH:6]=[CH:5][CH:4]=[CH:3][CH:2]=1, predict the reaction product. The product is: [C:1]1([CH2:7][O:8][C@@H:9]([CH3:26])[C@@H:10]([C:22]([O:24][CH3:25])=[O:23])[NH2:11])[CH:2]=[CH:3][CH:4]=[CH:5][CH:6]=1. (2) The product is: [C:1]1([C:7]([NH:21][CH2:22][CH2:23][OH:25])([C:15]2[CH:20]=[CH:19][CH:18]=[CH:17][CH:16]=2)[C:9]2[CH:14]=[CH:13][CH:12]=[CH:11][CH:10]=2)[CH:6]=[CH:5][CH:4]=[CH:3][CH:2]=1. Given the reactants [C:1]1([C:7]([C:15]2[CH:20]=[CH:19][CH:18]=[CH:17][CH:16]=2)([C:9]2[CH:14]=[CH:13][CH:12]=[CH:11][CH:10]=2)Cl)[CH:6]=[CH:5][CH:4]=[CH:3][CH:2]=1.[NH2:21][CH:22](O)[CH3:23].[OH2:25], predict the reaction product. (3) Given the reactants N[C:2]1[CH:7]=[CH:6][CH:5]=[CH:4][C:3]=1[S:8]([NH:11][C:12]1[CH:13]=[C:14]([O:22][CH3:23])[CH:15]=[C:16]2[C:21]=1[N:20]=[CH:19][CH:18]=[CH:17]2)(=[O:10])=[O:9].C(O)(=O)C.N(OC(C)(C)C)=O, predict the reaction product. The product is: [CH3:23][O:22][C:14]1[CH:15]=[C:16]2[C:21]([N:20]=[CH:19][CH:18]=[CH:17]2)=[C:12]2[C:13]=1[C:4]1[C:3]([S:8](=[O:10])(=[O:9])[NH:11]2)=[CH:2][CH:7]=[CH:6][CH:5]=1. (4) Given the reactants I[C:2]1[CH:7]=[C:6]([CH3:8])[CH:5]=[C:4]([CH3:9])[CH:3]=1.C1(P(C2C=CC=CC=2)C2C=CC=CC=2)C=CC=CC=1.[CH2:29]([OH:32])[C:30]#[CH:31].C(N(C(C)C)CC)(C)C, predict the reaction product. The product is: [CH3:9][C:4]1[CH:3]=[C:2]([C:31]#[C:30][CH2:29][OH:32])[CH:7]=[C:6]([CH3:8])[CH:5]=1. (5) Given the reactants [Cl:1][C:2]1[CH:3]=[C:4]([C@@:9]23[CH2:15][C@@H:14]2[CH2:13][NH:12][CH2:11][CH2:10]3)[CH:5]=[CH:6][C:7]=1[Cl:8].Cl, predict the reaction product. The product is: [ClH:1].[Cl:1][C:2]1[CH:3]=[C:4]([C@@:9]23[CH2:15][C@@H:14]2[CH2:13][NH:12][CH2:11][CH2:10]3)[CH:5]=[CH:6][C:7]=1[Cl:8]. (6) Given the reactants [Cl:1][C:2]1[CH:9]=[CH:8][C:5]([C:6]#[N:7])=[C:4](F)[CH:3]=1.[CH3:11][O:12][CH2:13][CH2:14][CH2:15][NH2:16], predict the reaction product. The product is: [NH2:7][CH2:6][C:5]1[CH:8]=[CH:9][C:2]([Cl:1])=[CH:3][C:4]=1[NH:16][CH2:15][CH2:14][CH2:13][O:12][CH3:11]. (7) Given the reactants [C:1]([C:4]1([NH:10][S:11]([CH2:14][C:15]2[CH:20]=[CH:19][C:18]([Cl:21])=[CH:17][CH:16]=2)(=O)=O)[CH2:9][CH2:8][CH2:7][CH2:6][CH2:5]1)(=O)[CH3:2].[H-].[Na+].O, predict the reaction product. The product is: [Cl:21][C:18]1[CH:19]=[CH:20][C:15]([C:14]2[S:11][NH:10][C:4]3([CH2:9][CH2:8][CH2:7][CH2:6][CH2:5]3)[C:1]=2[CH3:2])=[CH:16][CH:17]=1. (8) The product is: [CH2:10]([N:12]([CH2:16][CH2:17][O:1][C:2]1[CH:9]=[CH:8][C:5]([CH:6]=[O:7])=[CH:4][CH:3]=1)[CH2:13][CH3:14])[CH3:11]. Given the reactants [OH:1][C:2]1[CH:9]=[CH:8][C:5]([CH:6]=[O:7])=[CH:4][CH:3]=1.[CH2:10]([N:12]([CH2:16][CH3:17])[CH2:13][CH2:14]Cl)[CH3:11].C(=O)([O-])[O-].[K+].[K+], predict the reaction product.